From a dataset of Forward reaction prediction with 1.9M reactions from USPTO patents (1976-2016). Predict the product of the given reaction. Given the reactants Br[C:2](Br)=[CH:3][C:4]1[CH:9]=[CH:8][C:7]([CH3:10])=[C:6]([CH3:11])[CH:5]=1.[Li]CCCC.Cl[C:19]([O:21][CH3:22])=[O:20], predict the reaction product. The product is: [CH3:11][C:6]1[CH:5]=[C:4]([C:3]#[C:2][C:19]([O:21][CH3:22])=[O:20])[CH:9]=[CH:8][C:7]=1[CH3:10].